Predict the product of the given reaction. From a dataset of Forward reaction prediction with 1.9M reactions from USPTO patents (1976-2016). (1) Given the reactants [OH:1][C:2]1[CH:15]=[CH:14][C:5]([C:6]([C:8]2[CH:13]=[CH:12][CH:11]=[CH:10][CH:9]=2)=[O:7])=[CH:4][CH:3]=1.[H-].[Na+].Br[CH2:19][C:20]1([CH2:24][OH:25])[CH2:23][O:22][CH2:21]1.BrCC(CBr)(CO)CO, predict the reaction product. The product is: [OH:25][CH2:24][C:20]1([CH2:19][O:1][C:2]2[CH:3]=[CH:4][C:5]([C:6]([C:8]3[CH:13]=[CH:12][CH:11]=[CH:10][CH:9]=3)=[O:7])=[CH:14][CH:15]=2)[CH2:23][O:22][CH2:21]1. (2) Given the reactants [CH3:1][N:2]([CH3:33])[CH2:3][CH2:4][O:5][CH2:6][C:7]1[N:16](COCC[Si](C)(C)C)[C:15]2[C:14]3[CH:25]=[CH:26][CH:27]=[CH:28][C:13]=3[S:12][C:11]3[CH:29]=[CH:30][CH:31]=[CH:32][C:10]=3[C:9]=2[N:8]=1.C(=O)([O-])O.[Na+], predict the reaction product. The product is: [CH3:1][N:2]([CH3:33])[CH2:3][CH2:4][O:5][CH2:6][C:7]1[NH:16][C:15]2[C:14]3[CH:25]=[CH:26][CH:27]=[CH:28][C:13]=3[S:12][C:11]3[CH:29]=[CH:30][CH:31]=[CH:32][C:10]=3[C:9]=2[N:8]=1. (3) Given the reactants N1C(C)=CC=CC=1C.[CH3:9][N:10]1[C@@H:14]([CH3:15])[C@@H:13]([C:16]2[CH:21]=[CH:20][CH:19]=[CH:18][CH:17]=2)[NH:12][C:11]1=[O:22].Br[CH2:24][C:25](Br)=[O:26].C(=O)(O)[O-].[Na+].[Cl:33][C:34]1[CH:35]=[C:36]([CH:51]=[CH:52][C:53]=1[Cl:54])[O:37][CH:38]1[CH2:43][CH2:42][N:41]([CH2:44][CH:45]2[CH2:50][CH2:49][NH:48][CH2:47][CH2:46]2)[CH2:40][CH2:39]1, predict the reaction product. The product is: [Cl:33][C:34]1[CH:35]=[C:36]([CH:51]=[CH:52][C:53]=1[Cl:54])[O:37][CH:38]1[CH2:39][CH2:40][N:41]([CH2:44][CH:45]2[CH2:46][CH2:47][N:48]([CH2:24][C:25]([N:12]3[C@H:13]([C:16]4[CH:17]=[CH:18][CH:19]=[CH:20][CH:21]=4)[C@H:14]([CH3:15])[N:10]([CH3:9])[C:11]3=[O:22])=[O:26])[CH2:49][CH2:50]2)[CH2:42][CH2:43]1.